From a dataset of Forward reaction prediction with 1.9M reactions from USPTO patents (1976-2016). Predict the product of the given reaction. (1) Given the reactants COC1C=CC(C[N:8](CC2C=CC(OC)=CC=2)[C:9]2[N:14]=[CH:13][C:12]([C:15]3[C:16]4[CH2:29][CH2:28][NH:27][C:17]=4[N:18]=[C:19]([N:21]4[CH2:26][CH2:25][O:24][CH2:23][CH2:22]4)[N:20]=3)=[CH:11][N:10]=2)=CC=1.[NH2:41][C:42]1[CH:47]=[CH:46][C:45]([C:48]([N:50]2[CH2:55][CH2:54][N:53]([CH3:56])[CH2:52][CH2:51]2)=[O:49])=[CH:44][CH:43]=1.[C:57](Cl)(Cl)=[S:58], predict the reaction product. The product is: [CH3:56][N:53]1[CH2:52][CH2:51][N:50]([C:48]([C:45]2[CH:44]=[CH:43][C:42]([NH:41][C:57]([N:27]3[C:17]4[N:18]=[C:19]([N:21]5[CH2:26][CH2:25][O:24][CH2:23][CH2:22]5)[N:20]=[C:15]([C:12]5[CH:11]=[N:10][C:9]([NH2:8])=[N:14][CH:13]=5)[C:16]=4[CH2:29][CH2:28]3)=[S:58])=[CH:47][CH:46]=2)=[O:49])[CH2:55][CH2:54]1. (2) The product is: [NH2:11][C:8]1[CH:9]=[CH:10][C:5]([S:4][CH:1]2[CH2:2][CH2:3]2)=[C:6]([C@H:14]2[CH2:18][CH2:17][CH2:16][N:15]2[C:19]([O:21][C:22]([CH3:25])([CH3:24])[CH3:23])=[O:20])[CH:7]=1. Given the reactants [CH:1]1([S:4][C:5]2[CH:10]=[CH:9][C:8]([N+:11]([O-])=O)=[CH:7][C:6]=2[C@H:14]2[CH:18]=[CH:17][CH2:16][N:15]2[C:19]([O:21][C:22]([CH3:25])([CH3:24])[CH3:23])=[O:20])[CH2:3][CH2:2]1, predict the reaction product. (3) Given the reactants [NH2:1][C:2]1[CH:7]=[CH:6][C:5]([C:8]2[CH:13]=[CH:12][C:11]([C:14]([F:17])([F:16])[F:15])=[CH:10][CH:9]=2)=[CH:4][C:3]=1[OH:18].[S:19](N)([NH2:22])(=[O:21])=[O:20], predict the reaction product. The product is: [OH:18][C:3]1[CH:4]=[C:5]([C:8]2[CH:9]=[CH:10][C:11]([C:14]([F:15])([F:16])[F:17])=[CH:12][CH:13]=2)[CH:6]=[CH:7][C:2]=1[NH:1][S:19]([NH2:22])(=[O:21])=[O:20]. (4) Given the reactants [F:1][C:2]1[CH:7]=[CH:6][C:5]([CH2:8][C:9](=[O:16])[CH2:10][C:11]([O:13][CH2:14][CH3:15])=[O:12])=[CH:4][CH:3]=1.[CH3:17]C[O-].[Na+].[N:21]1[CH:26]=CC=NN=1, predict the reaction product. The product is: [F:1][C:2]1[CH:3]=[CH:4][C:5]([C:8]2[C:9](=[O:16])[C:10]([C:11]([O:13][CH2:14][CH3:15])=[O:12])=[CH:17][NH:21][CH:26]=2)=[CH:6][CH:7]=1. (5) Given the reactants [C:1]([O:5][C:6](=[O:34])[C@@H:7]([NH:13][C:14]([C:16]1[S:17][C:18]([CH:21]([C:28]2[CH:33]=[CH:32][CH:31]=[CH:30][CH:29]=2)[C:22]2[CH:27]=[CH:26][CH:25]=[CH:24][CH:23]=2)=[CH:19][CH:20]=1)=[O:15])[CH2:8][CH2:9][C:10](O)=[O:11])([CH3:4])([CH3:3])[CH3:2].[C:35]([O:39][C:40]([NH:42][C:43]([NH2:45])=[NH:44])=[O:41])([CH3:38])([CH3:37])[CH3:36].C(N(C(C)C)CC)(C)C.CN(C(ON1N=NC2C=CC=CC1=2)=[N+](C)C)C.F[P-](F)(F)(F)(F)F, predict the reaction product. The product is: [C:35]([O:39][C:40]([NH:42][C:43](=[NH:45])[NH:44][C:10](=[O:11])[CH2:9][CH2:8][C@H:7]([NH:13][C:14]([C:16]1[S:17][C:18]([CH:21]([C:22]2[CH:27]=[CH:26][CH:25]=[CH:24][CH:23]=2)[C:28]2[CH:33]=[CH:32][CH:31]=[CH:30][CH:29]=2)=[CH:19][CH:20]=1)=[O:15])[C:6]([O:5][C:1]([CH3:4])([CH3:3])[CH3:2])=[O:34])=[O:41])([CH3:38])([CH3:36])[CH3:37]. (6) Given the reactants [NH2:1][C:2]1[C:10]2[C:9]([C:11]3[CH:16]=[CH:15][C:14]([Cl:17])=[C:13]([Cl:18])[CH:12]=3)=[N:8][C:7](S(C)=O)=[N:6][C:5]=2[S:4][C:3]=1[C:22]([NH2:24])=[O:23].[NH2:25][CH2:26][CH2:27][CH2:28][OH:29].C(N(CC)CC)C, predict the reaction product. The product is: [NH2:1][C:2]1[C:10]2[C:9]([C:11]3[CH:16]=[CH:15][C:14]([Cl:17])=[C:13]([Cl:18])[CH:12]=3)=[N:8][C:7]([NH:25][CH2:26][CH2:27][CH2:28][OH:29])=[N:6][C:5]=2[S:4][C:3]=1[C:22]([NH2:24])=[O:23].